From a dataset of Catalyst prediction with 721,799 reactions and 888 catalyst types from USPTO. Predict which catalyst facilitates the given reaction. (1) Reactant: C(OC([NH:8][CH2:9][CH2:10][CH2:11][N:12]1[C:21]2[CH:20]=[C:19]3[CH:22]=[CH:23][CH:24]=[CH:25][C:18]3=[CH:17][C:16]=2[C:15]2=[N:26][N:27](C(OC(C)(C)C)=O)[C:28]([CH3:29])=[C:14]2[C:13]1=[O:37])=O)(C)(C)C.FC(F)(F)C(O)=O. Product: [NH2:8][CH2:9][CH2:10][CH2:11][N:12]1[C:21]2[CH:20]=[C:19]3[CH:22]=[CH:23][CH:24]=[CH:25][C:18]3=[CH:17][C:16]=2[C:15]2=[N:26][NH:27][C:28]([CH3:29])=[C:14]2[C:13]1=[O:37]. The catalyst class is: 2. (2) Reactant: [Cl:1][C:2]1[CH:3]=[CH:4][C:5]([O:23][CH3:24])=[C:6]([CH:22]=1)[C:7]([NH:9][CH2:10][CH2:11][C:12]1[CH:17]=[CH:16][C:15]([S:18](Cl)(=[O:20])=[O:19])=[CH:14][CH:13]=1)=[O:8].[CH:25]1([C:28]2[S:32][C:31]([NH2:33])=[N:30][N:29]=2)[CH2:27][CH2:26]1. Product: [Cl:1][C:2]1[CH:3]=[CH:4][C:5]([O:23][CH3:24])=[C:6]([CH:22]=1)[C:7]([NH:9][CH2:10][CH2:11][C:12]1[CH:17]=[CH:16][C:15]([S:18](=[O:20])(=[O:19])[NH:33][C:31]2[S:32][C:28]([CH:25]3[CH2:27][CH2:26]3)=[N:29][N:30]=2)=[CH:14][CH:13]=1)=[O:8]. The catalyst class is: 341.